This data is from Reaction yield outcomes from USPTO patents with 853,638 reactions. The task is: Predict the reaction yield, written as a fraction of the theoretical maximum amount of product (1.0 means a 100% yield; for example, 0.34 means a 34% yield). (1) The reactants are [NH2:1][CH2:2][C:3]1[CH:4]=[CH:5][C:6]([Cl:27])=[C:7]([NH:9][C:10]2[S:11]/[C:12](=[CH:16]\[C:17]3[CH:18]=[C:19]4[C:24](=[CH:25][CH:26]=3)[N:23]=[CH:22][CH:21]=[CH:20]4)/[C:13](=[O:15])[N:14]=2)[CH:8]=1.ClC1C=CC(CN[C:37](=O)[O:38][C:39]([CH3:42])(C)C)=CC=1NC1S/C(=C\C2C=C3C(=CC=2)N=CC=C3)/C(=O)N=1.FC(F)(F)C(O)=[O:65]. No catalyst specified. The product is [Cl:27][C:6]1[CH:5]=[CH:4][C:3]([CH2:2][NH:1][C:42](=[O:65])[CH2:39][O:38][CH3:37])=[CH:8][C:7]=1[NH:9][C:10]1[S:11]/[C:12](=[CH:16]\[C:17]2[CH:18]=[C:19]3[C:24](=[CH:25][CH:26]=2)[N:23]=[CH:22][CH:21]=[CH:20]3)/[C:13](=[O:15])[N:14]=1. The yield is 0.960. (2) The product is [F:1][C:2]1[CH:7]=[CH:6][C:5]2[NH:8][C:10](=[O:11])[NH:9][C:4]=2[CH:3]=1. The reactants are [F:1][C:2]1[CH:3]=[C:4]([NH2:9])[C:5]([NH2:8])=[CH:6][CH:7]=1.[C:10](N1C=CN=C1)(N1C=CN=C1)=[O:11].N. The yield is 0.520. The catalyst is C1COCC1.O.